This data is from NCI-60 drug combinations with 297,098 pairs across 59 cell lines. The task is: Regression. Given two drug SMILES strings and cell line genomic features, predict the synergy score measuring deviation from expected non-interaction effect. (1) Drug 1: CC1C(C(CC(O1)OC2CC(CC3=C2C(=C4C(=C3O)C(=O)C5=C(C4=O)C(=CC=C5)OC)O)(C(=O)CO)O)N)O.Cl. Drug 2: C1=C(C(=O)NC(=O)N1)N(CCCl)CCCl. Cell line: SNB-19. Synergy scores: CSS=24.3, Synergy_ZIP=-5.50, Synergy_Bliss=0.835, Synergy_Loewe=-24.9, Synergy_HSA=-0.972. (2) Drug 1: CCN(CC)CCCC(C)NC1=C2C=C(C=CC2=NC3=C1C=CC(=C3)Cl)OC. Drug 2: C(CCl)NC(=O)N(CCCl)N=O. Cell line: RPMI-8226. Synergy scores: CSS=40.0, Synergy_ZIP=-3.53, Synergy_Bliss=-4.14, Synergy_Loewe=-19.3, Synergy_HSA=-1.63. (3) Drug 1: CNC(=O)C1=NC=CC(=C1)OC2=CC=C(C=C2)NC(=O)NC3=CC(=C(C=C3)Cl)C(F)(F)F. Drug 2: CC12CCC3C(C1CCC2OP(=O)(O)O)CCC4=C3C=CC(=C4)OC(=O)N(CCCl)CCCl.[Na+]. Cell line: PC-3. Synergy scores: CSS=-1.58, Synergy_ZIP=4.68, Synergy_Bliss=6.08, Synergy_Loewe=-4.19, Synergy_HSA=-0.128. (4) Drug 1: CC12CCC3C(C1CCC2=O)CC(=C)C4=CC(=O)C=CC34C. Drug 2: CC1=C(N=C(N=C1N)C(CC(=O)N)NCC(C(=O)N)N)C(=O)NC(C(C2=CN=CN2)OC3C(C(C(C(O3)CO)O)O)OC4C(C(C(C(O4)CO)O)OC(=O)N)O)C(=O)NC(C)C(C(C)C(=O)NC(C(C)O)C(=O)NCCC5=NC(=CS5)C6=NC(=CS6)C(=O)NCCC[S+](C)C)O. Cell line: RPMI-8226. Synergy scores: CSS=52.7, Synergy_ZIP=3.00, Synergy_Bliss=5.35, Synergy_Loewe=3.24, Synergy_HSA=2.42.